Dataset: Catalyst prediction with 721,799 reactions and 888 catalyst types from USPTO. Task: Predict which catalyst facilitates the given reaction. (1) Reactant: [Br:1][C:2]1[CH:3]=[C:4]([CH:8]=[O:9])[S:5][C:6]=1[CH3:7].[BH4-].[Na+].[Cl-].[NH4+]. Product: [Br:1][C:2]1[CH:3]=[C:4]([CH2:8][OH:9])[S:5][C:6]=1[CH3:7]. The catalyst class is: 8. (2) Reactant: [CH2:1]([O:8][CH2:9][C@@H:10]1[O:18][CH2:17][C:13]2=[N:14][O:15][CH2:16][C@@H:12]2[CH2:11]1)[C:2]1[CH:7]=[CH:6][CH:5]=[CH:4][CH:3]=1.[Br:19][C:20]1[CH:25]=[CH:24][C:23]([F:26])=[C:22](I)[CH:21]=1.C([Li])CCC.[Cl-].[NH4+]. Product: [CH2:1]([O:8][CH2:9][C@@H:10]1[O:18][CH2:17][C@:13]2([C:24]3[CH:25]=[C:20]([Br:19])[CH:21]=[CH:22][C:23]=3[F:26])[NH:14][O:15][CH2:16][C@@H:12]2[CH2:11]1)[C:2]1[CH:7]=[CH:6][CH:5]=[CH:4][CH:3]=1. The catalyst class is: 11. (3) Reactant: [F:1][C:2]1[CH:7]=[CH:6][C:5]([S:8]([NH:11][C:12]2[C:17]([C:18]([O:20]CC3C=CC=CC=3)=[O:19])=[C:16]([CH3:28])[C:15]([CH:29]([OH:31])[CH3:30])=[CH:14][CH:13]=2)(=[O:10])=[O:9])=[CH:4][CH:3]=1. Product: [F:1][C:2]1[CH:3]=[CH:4][C:5]([S:8]([NH:11][C:12]2[C:17]([C:18]([OH:20])=[O:19])=[C:16]([CH3:28])[C:15]([CH:29]([OH:31])[CH3:30])=[CH:14][CH:13]=2)(=[O:9])=[O:10])=[CH:6][CH:7]=1. The catalyst class is: 838. (4) Reactant: O.[Cl:2][C:3]1[C:8]([F:9])=[CH:7][C:6]([N+:10]([O-])=O)=[CH:5][C:4]=1[C@:13]1([CH3:24])[CH2:18][C@@H:17]([C:19]([F:22])([F:21])[F:20])[O:16][C:15]([NH2:23])=[N:14]1.FC(F)(F)C(O)=O. Product: [NH2:10][C:6]1[CH:7]=[C:8]([F:9])[C:3]([Cl:2])=[C:4]([C@:13]2([CH3:24])[CH2:18][C@@H:17]([C:19]([F:22])([F:21])[F:20])[O:16][C:15]([NH2:23])=[N:14]2)[CH:5]=1. The catalyst class is: 183. (5) Reactant: C([O:4][CH2:5][CH2:6][O:7][C:8]1[C:12](I)=[C:11]([N:14]([S:22]([C:25]2[CH:30]=[CH:29][C:28]([C:31]([CH3:34])([CH3:33])[CH3:32])=[CH:27][CH:26]=2)(=[O:24])=[O:23])C(OCC(C)C)=O)[O:10][N:9]=1)(=O)C.[CH2:35]1[O:43][C:42]2[CH:41]=[CH:40][C:39](B(O)O)=[CH:38][C:37]=2[O:36]1.C(=O)([O-])[O-].[Cs+].[Cs+].O. Product: [O:36]1[C:37]2[CH:38]=[CH:39][C:40]([C:12]3[C:8]([O:7][CH2:6][CH2:5][OH:4])=[N:9][O:10][C:11]=3[NH:14][S:22]([C:25]3[CH:30]=[CH:29][C:28]([C:31]([CH3:34])([CH3:32])[CH3:33])=[CH:27][CH:26]=3)(=[O:23])=[O:24])=[CH:41][C:42]=2[O:43][CH2:35]1. The catalyst class is: 12. (6) Reactant: [Cl:1][C:2]1[CH:10]=[N:9][CH:8]=[C:7]([Cl:11])[C:3]=1[C:4]([OH:6])=[O:5].S(Cl)(Cl)=O.[CH3:16][CH2:17]O. Product: [CH2:16]([O:5][C:4](=[O:6])[C:3]1[C:2]([Cl:1])=[CH:10][N:9]=[CH:8][C:7]=1[Cl:11])[CH3:17]. The catalyst class is: 59. (7) Product: [CH3:17][O:9][C:8]([C:5]1[CH:4]=[C:3]([CH3:11])[C:2]([Br:1])=[CH:7][N:6]=1)=[O:10]. Reactant: [Br:1][C:2]1[C:3]([CH3:11])=[CH:4][C:5]([C:8]([OH:10])=[O:9])=[N:6][CH:7]=1.OS(O)(=O)=O.[C:17]([O-])(O)=O.[Na+]. The catalyst class is: 5. (8) Reactant: [Cl:1][C:2]1[CH:3]=[CH:4][C:5]2[C:6]3[CH2:14][N:13]([CH3:15])[CH2:12][CH2:11][C:7]=3[NH:8][C:9]=2[CH:10]=1.N1CCC[C@H]1C(O)=O.P([O-])([O-])([O-])=O.[K+].[K+].[K+].Br[CH:33]=[C:34]([C:36]1[CH:41]=[CH:40][C:39]([F:42])=[CH:38][CH:37]=1)[CH3:35]. Product: [Cl:1][C:2]1[CH:3]=[CH:4][C:5]2[C:6]3[CH2:14][N:13]([CH3:15])[CH2:12][CH2:11][C:7]=3[N:8](/[CH:33]=[C:34](/[C:36]3[CH:41]=[CH:40][C:39]([F:42])=[CH:38][CH:37]=3)\[CH3:35])[C:9]=2[CH:10]=1. The catalyst class is: 122.